Predict the reactants needed to synthesize the given product. From a dataset of Full USPTO retrosynthesis dataset with 1.9M reactions from patents (1976-2016). (1) Given the product [Cl:28][C:25]1[CH:26]=[CH:27][C:22]([CH2:21][NH:20][C:18]([C:13]2[NH:14][C:15]3[C:11]([CH:12]=2)=[CH:10][C:9]([NH:8][C:50](=[O:51])[CH2:49][CH2:48][NH:47][C:45](=[O:46])[O:44][C:41]([CH3:40])([CH3:42])[CH3:43])=[CH:17][CH:16]=3)=[O:19])=[C:23]([F:39])[C:24]=1[O:29][C:30]1[CH:35]=[C:34]([C:36]#[N:37])[CH:33]=[C:32]([Cl:38])[CH:31]=1, predict the reactants needed to synthesize it. The reactants are: FC(F)(F)C(O)=O.[NH2:8][C:9]1[CH:10]=[C:11]2[C:15](=[CH:16][CH:17]=1)[NH:14][C:13]([C:18]([NH:20][CH2:21][C:22]1[CH:27]=[CH:26][C:25]([Cl:28])=[C:24]([O:29][C:30]3[CH:35]=[C:34]([C:36]#[N:37])[CH:33]=[C:32]([Cl:38])[CH:31]=3)[C:23]=1[F:39])=[O:19])=[CH:12]2.[CH3:40][C:41]([O:44][C:45]([NH:47][CH2:48][CH2:49][C:50](O)=[O:51])=[O:46])([CH3:43])[CH3:42].CCN(C(C)C)C(C)C.O=C1N(P(Cl)(N2CCOC2=O)=O)CCO1. (2) Given the product [Br:35][C:8]1[C:9]2[C:14](=[CH:13][C:12]([C:17]3[S:21][C:20]4[CH:22]=[CH:23][CH:24]=[CH:25][C:19]=4[C:18]=3[C:26](=[O:34])[CH2:27][C:28]3[CH:33]=[CH:32][CH:31]=[CH:30][CH:29]=3)=[CH:11][CH:10]=2)[CH:15]=[CH:16][C:7]=1[O:6][CH2:5][C:4]([OH:36])=[O:3], predict the reactants needed to synthesize it. The reactants are: C([O:3][C:4](=[O:36])[CH2:5][O:6][C:7]1[CH:16]=[CH:15][C:14]2[C:9](=[CH:10][CH:11]=[C:12]([C:17]3[S:21][C:20]4[CH:22]=[CH:23][CH:24]=[CH:25][C:19]=4[C:18]=3[C:26](=[O:34])[CH2:27][C:28]3[CH:33]=[CH:32][CH:31]=[CH:30][CH:29]=3)[CH:13]=2)[C:8]=1[Br:35])C.[OH-].[K+].Cl.